The task is: Predict the product of the given reaction.. This data is from Forward reaction prediction with 1.9M reactions from USPTO patents (1976-2016). (1) Given the reactants [CH2:1]([C:3]1[O:4][C:5]([C:10]2[CH:15]=[CH:14][C:13]([C:16]([F:19])([F:18])[F:17])=[CH:12][CH:11]=2)=[CH:6][C:7]=1[CH:8]=[O:9])[CH3:2].[CH2:20]([Mg]Br)[CH:21]([CH3:23])[CH3:22].O1CCCC1, predict the reaction product. The product is: [CH2:1]([C:3]1[O:4][C:5]([C:10]2[CH:15]=[CH:14][C:13]([C:16]([F:19])([F:17])[F:18])=[CH:12][CH:11]=2)=[CH:6][C:7]=1[CH:8]([OH:9])[CH2:20][CH:21]([CH3:23])[CH3:22])[CH3:2]. (2) Given the reactants [Cl:1][C:2]1[CH:3]=[CH:4][C:5]([O:31][CH3:32])=[C:6]([C:8]2[C:16]3[O:15][CH:14]([CH2:17]OS(C4C=CC(C)=CC=4)(=O)=O)[CH2:13][C:12]=3[CH:11]=[C:10]([O:29][CH3:30])[CH:9]=2)[CH:7]=1.[CH3:33][NH2:34], predict the reaction product. The product is: [Cl:1][C:2]1[CH:3]=[CH:4][C:5]([O:31][CH3:32])=[C:6]([C:8]2[C:16]3[O:15][CH:14]([CH2:17][NH:34][CH3:33])[CH2:13][C:12]=3[CH:11]=[C:10]([O:29][CH3:30])[CH:9]=2)[CH:7]=1. (3) The product is: [O:34]=[C:12]1[N:11]2[CH:14]([S:15][CH:9]=[C:10]2[C:35]([OH:37])=[O:36])[CH2:13]1. Given the reactants [N+](C1C=CC(C[C:9]2[S:15][CH:14]3[N:11]([C:12](=[O:34])[C:13]3(C(OC(=O)C)C3C=CC4N5C=CN=C5SC=4C=3)Br)[C:10]=2[C:35]([O-:37])=[O:36])=CC=1)([O-])=O.C(#N)C.P([O-])([O-])([O-])=O, predict the reaction product. (4) Given the reactants [F:1][C:2]1([F:22])[CH2:7][CH2:6][CH:5]([CH2:8][NH:9][C:10]([C:12]2[C:20]3[C:15](=[CH:16][CH:17]=[CH:18][C:19]=3[Cl:21])[NH:14][CH:13]=2)=[O:11])[CH2:4][CH2:3]1.[N:23]1([CH2:28][CH2:29]O)[CH2:27][CH2:26][CH2:25][CH2:24]1.C(P(=CC#N)(CCCC)CCCC)CCC, predict the reaction product. The product is: [Cl:21][C:19]1[CH:18]=[CH:17][CH:16]=[C:15]2[C:20]=1[C:12]([C:10]([NH:9][CH2:8][CH:5]1[CH2:6][CH2:7][C:2]([F:1])([F:22])[CH2:3][CH2:4]1)=[O:11])=[CH:13][N:14]2[CH2:29][CH2:28][N:23]1[CH2:27][CH2:26][CH2:25][CH2:24]1. (5) Given the reactants [CH2:1]([O:4][C:5]1[CH:6]=[C:7]([CH:17]=[CH:18][C:19]=1[F:20])[O:8][C:9]1[CH:16]=[CH:15][C:12]([CH:13]=O)=[CH:11][CH:10]=1)[CH:2]=[CH2:3].[CH3:21][C:22]1[C:28]([N+:29]([O-:31])=[O:30])=[CH:27][CH:26]=[CH:25][C:23]=1[NH2:24], predict the reaction product. The product is: [CH2:1]([O:4][C:5]1[CH:6]=[C:7]([CH:17]=[CH:18][C:19]=1[F:20])[O:8][C:9]1[CH:16]=[CH:15][C:12]([CH2:13][NH:24][C:23]2[CH:25]=[CH:26][CH:27]=[C:28]([N+:29]([O-:31])=[O:30])[C:22]=2[CH3:21])=[CH:11][CH:10]=1)[CH:2]=[CH2:3]. (6) Given the reactants CO[C:3](=[O:29])[CH2:4][C:5]1[N:9]([CH2:10][C:11]2[CH:16]=[CH:15][C:14]([C:17]#[N:18])=[C:13]([C:19]3[C:28]4[C:23](=[CH:24][CH:25]=[CH:26][CH:27]=4)[CH:22]=[CH:21][CH:20]=3)[CH:12]=2)[CH:8]=[N:7][CH:6]=1.[Li+].[OH-].O.CN(C(ON1N=N[C:43]2[CH:44]=[CH:45][CH:46]=[N:47][C:42]1=2)=[N+](C)C)C.F[P-](F)(F)(F)(F)F.C([N:60]([CH:63](C)C)CC)(C)C.C1C[O:69][CH2:68]C1, predict the reaction product. The product is: [C:17]([C:14]1[CH:15]=[CH:16][C:11]([CH2:10][N:9]2[C:5]([CH2:4][C:3]([N:47]3[CH2:42][C:43]([O:69][CH3:68])=[C:44]([C:63]#[N:60])[CH2:45][CH2:46]3)=[O:29])=[CH:6][N:7]=[CH:8]2)=[CH:12][C:13]=1[C:19]1[C:28]2[C:23](=[CH:24][CH:25]=[CH:26][CH:27]=2)[CH:22]=[CH:21][CH:20]=1)#[N:18]. (7) Given the reactants [Br:1][C:2]1[CH:7]=[CH:6][C:5]([NH:8][CH2:9][CH3:10])=[C:4]([C:11]([CH3:14])([CH3:13])[CH3:12])[CH:3]=1.[H-].[Na+].I[CH2:18][CH3:19].[Cl-].[NH4+], predict the reaction product. The product is: [Br:1][C:2]1[CH:7]=[CH:6][C:5]([N:8]([CH2:18][CH3:19])[CH2:9][CH3:10])=[C:4]([C:11]([CH3:13])([CH3:12])[CH3:14])[CH:3]=1. (8) The product is: [CH3:18][C:17]1([CH3:19])[CH2:16][C:15]2[C:10](=[CH:11][CH:12]=[C:13]([C:20]([OH:22])=[O:21])[CH:14]=2)[NH:9][CH:8]1[C:4]1[CH:5]=[CH:6][CH:7]=[C:2]([N:23]2[CH2:27][CH2:26][N:25]([C:44]3[CH:49]=[CH:48][CH:47]=[CH:46][CH:45]=3)[C:24]2=[O:28])[CH:3]=1. Given the reactants Br[C:2]1[CH:3]=[C:4]([CH:8]2[C:17]([CH3:19])([CH3:18])[CH2:16][C:15]3[C:10](=[CH:11][CH:12]=[C:13]([C:20]([OH:22])=[O:21])[CH:14]=3)[NH:9]2)[CH:5]=[CH:6][CH:7]=1.[NH:23]1[CH2:27][CH2:26][NH:25][C:24]1=[O:28].Cl.CN(C)CC(O)=O.C(=O)([O-])[O-].[K+].[K+].I[C:44]1[CH:49]=[CH:48][CH:47]=[CH:46][CH:45]=1, predict the reaction product. (9) Given the reactants [F:1][C:2]1([F:30])[CH2:7][CH2:6][N:5]([C:8]([C:10]2[NH:11][C:12]3[C:17]([CH:18]=2)=[CH:16][C:15]([C:19]([N:21]2[CH2:26][CH2:25][CH:24]([N:27]([CH3:29])[CH3:28])[CH2:23][CH2:22]2)=[O:20])=[CH:14][CH:13]=3)=O)[CH2:4][CH2:3]1.[Cl:31][C:32]1[CH:37]=[CH:36][C:35](B(O)O)=[CH:34][CH:33]=1.N1C=CC=CC=1, predict the reaction product. The product is: [Cl:31][C:32]1[CH:37]=[CH:36][C:35]([N:11]2[C:12]3[C:17](=[CH:16][C:15]([C:19]([N:21]4[CH2:26][CH2:25][CH:24]([N:27]([CH3:29])[CH3:28])[CH2:23][CH2:22]4)=[O:20])=[CH:14][CH:13]=3)[CH:18]=[C:10]2[CH2:8][N:5]2[CH2:6][CH2:7][C:2]([F:30])([F:1])[CH2:3][CH2:4]2)=[CH:34][CH:33]=1.